From a dataset of Forward reaction prediction with 1.9M reactions from USPTO patents (1976-2016). Predict the product of the given reaction. The product is: [Br:1][C:2]1[CH:3]=[CH:4][C:5]2[O:6][C:7]3[C:8](=[CH:12][C:13]([O:16][CH3:17])=[CH:14][CH:15]=3)[C:9](=[O:11])[C:18]=2[CH:19]=1. Given the reactants [Br:1][C:2]1[CH:19]=[CH:18][C:5]([O:6][C:7]2[CH:15]=[CH:14][C:13]([O:16][CH3:17])=[CH:12][C:8]=2[C:9]([OH:11])=O)=[CH:4][CH:3]=1.S(=O)(=O)(O)O, predict the reaction product.